From a dataset of Full USPTO retrosynthesis dataset with 1.9M reactions from patents (1976-2016). Predict the reactants needed to synthesize the given product. (1) The reactants are: Cl[C:2]1[C:7]([C:8]([O:10][CH3:11])=[O:9])=[CH:6][C:5]([I:12])=[CH:4][N:3]=1.[O:13]([C:20]1[CH:25]=[CH:24][C:23]([OH:26])=[CH:22][CH:21]=1)[C:14]1[CH:19]=[CH:18][CH:17]=[CH:16][CH:15]=1.C(=O)([O-])[O-].[K+].[K+]. Given the product [I:12][C:5]1[CH:6]=[C:7]([C:8]([O:10][CH3:11])=[O:9])[C:2]([O:26][C:23]2[CH:22]=[CH:21][C:20]([O:13][C:14]3[CH:19]=[CH:18][CH:17]=[CH:16][CH:15]=3)=[CH:25][CH:24]=2)=[N:3][CH:4]=1, predict the reactants needed to synthesize it. (2) Given the product [Br:12][C:13]1[C:14]([CH3:23])=[C:15]([N+:20]([O-:22])=[O:21])[C:16]([O:11][C:1]2[C:10]3[CH2:9][CH2:8][CH2:7][CH2:6][C:5]=3[CH:4]=[CH:3][CH:2]=2)=[N:17][CH:18]=1, predict the reactants needed to synthesize it. The reactants are: [C:1]1([OH:11])[C:10]2[CH2:9][CH2:8][CH2:7][CH2:6][C:5]=2[CH:4]=[CH:3][CH:2]=1.[Br:12][C:13]1[C:14]([CH3:23])=[C:15]([N+:20]([O-:22])=[O:21])[C:16](Cl)=[N:17][CH:18]=1.C(=O)([O-])[O-].[K+].[K+]. (3) The reactants are: [C:1]1([C:7]2[O:11][N:10]=[C:9]([C:12]([OH:14])=[O:13])[C:8]=2[C:15]([F:18])([F:17])[F:16])[CH:6]=[CH:5][CH:4]=[CH:3][CH:2]=1.Cl[CH2:20]Cl. Given the product [C:1]1([C:7]2[O:11][N:10]=[C:9]([C:12]([O:14][CH3:20])=[O:13])[C:8]=2[C:15]([F:17])([F:18])[F:16])[CH:2]=[CH:3][CH:4]=[CH:5][CH:6]=1, predict the reactants needed to synthesize it. (4) Given the product [N:38]1[CH:39]=[CH:40][CH:41]=[CH:42][C:37]=1[CH2:36][O:35][C:32]1[CH:31]=[CH:30][C:29]([C:22]2([C:19]3[CH:18]=[CH:17][C:16]([C:14]4[NH:15][C:1](=[O:2])[O:12][N:13]=4)=[CH:21][CH:20]=3)[CH2:27][CH:26]3[CH2:28][CH:23]2[CH2:24][CH2:25]3)=[CH:34][CH:33]=1, predict the reactants needed to synthesize it. The reactants are: [C:1](Cl)(Cl)=[O:2].C1(C)C=CC=CC=1.[OH:12][N:13]=[C:14]([C:16]1[CH:21]=[CH:20][C:19]([C:22]2([C:29]3[CH:34]=[CH:33][C:32]([O:35][CH2:36][C:37]4[CH:42]=[CH:41][CH:40]=[CH:39][N:38]=4)=[CH:31][CH:30]=3)[CH2:27][CH:26]3[CH2:28][CH:23]2[CH2:24][CH2:25]3)=[CH:18][CH:17]=1)[NH2:15].